Dataset: Forward reaction prediction with 1.9M reactions from USPTO patents (1976-2016). Task: Predict the product of the given reaction. The product is: [Si:36]([O:43][C:44]1[C:45]([F:54])=[C:46]([CH:47]([C:7]2[N:6]([C:9]([C:10]3[CH:15]=[CH:14][CH:13]=[CH:12][CH:11]=3)([C:22]3[CH:23]=[CH:24][CH:25]=[CH:26][CH:27]=3)[C:16]3[CH:21]=[CH:20][CH:19]=[CH:18][CH:17]=3)[C:5]3[CH:28]=[C:29]([CH3:30])[C:2]([CH3:1])=[CH:3][C:4]=3[N:8]=2)[OH:48])[CH:49]=[C:50]([CH2:52][CH3:53])[CH:51]=1)([C:39]([CH3:40])([CH3:42])[CH3:41])([CH3:38])[CH3:37]. Given the reactants [CH3:1][C:2]1[C:29]([CH3:30])=[CH:28][C:5]2[N:6]([C:9]([C:22]3[CH:27]=[CH:26][CH:25]=[CH:24][CH:23]=3)([C:16]3[CH:21]=[CH:20][CH:19]=[CH:18][CH:17]=3)[C:10]3[CH:15]=[CH:14][CH:13]=[CH:12][CH:11]=3)[CH:7]=[N:8][C:4]=2[CH:3]=1.[Li]CCCC.[Si:36]([O:43][C:44]1[C:45]([F:54])=[C:46]([CH:49]=[C:50]([CH2:52][CH3:53])[CH:51]=1)[CH:47]=[O:48])([C:39]([CH3:42])([CH3:41])[CH3:40])([CH3:38])[CH3:37], predict the reaction product.